From a dataset of Full USPTO retrosynthesis dataset with 1.9M reactions from patents (1976-2016). Predict the reactants needed to synthesize the given product. The reactants are: N(OC(C)(C)C)=O.[CH2:8]([O:10][C:11]([C:13]1[NH:14][C:15]2[C:20]([CH:21]=1)=[C:19]([O:22][C:23]1[CH:28]=[C:27]([F:29])[CH:26]=[CH:25][C:24]=1N)[CH:18]=[CH:17][CH:16]=2)=[O:12])[CH3:9]. Given the product [CH2:8]([O:10][C:11]([C:13]1[NH:14][C:15]2[C:20]([CH:21]=1)=[C:19]([O:22][C:23]1[CH:24]=[CH:25][CH:26]=[C:27]([F:29])[CH:28]=1)[CH:18]=[CH:17][CH:16]=2)=[O:12])[CH3:9], predict the reactants needed to synthesize it.